This data is from NCI-60 drug combinations with 297,098 pairs across 59 cell lines. The task is: Regression. Given two drug SMILES strings and cell line genomic features, predict the synergy score measuring deviation from expected non-interaction effect. (1) Drug 1: CC(C)(C#N)C1=CC(=CC(=C1)CN2C=NC=N2)C(C)(C)C#N. Drug 2: N.N.Cl[Pt+2]Cl. Cell line: MOLT-4. Synergy scores: CSS=52.9, Synergy_ZIP=3.04, Synergy_Bliss=1.76, Synergy_Loewe=-2.77, Synergy_HSA=-2.17. (2) Drug 1: C1CN1P(=S)(N2CC2)N3CC3. Drug 2: CC1C(C(CC(O1)OC2CC(CC3=C2C(=C4C(=C3O)C(=O)C5=CC=CC=C5C4=O)O)(C(=O)C)O)N)O. Cell line: PC-3. Synergy scores: CSS=60.3, Synergy_ZIP=-3.09, Synergy_Bliss=0.274, Synergy_Loewe=1.42, Synergy_HSA=5.51. (3) Drug 1: CN(C)C1=NC(=NC(=N1)N(C)C)N(C)C. Drug 2: CS(=O)(=O)CCNCC1=CC=C(O1)C2=CC3=C(C=C2)N=CN=C3NC4=CC(=C(C=C4)OCC5=CC(=CC=C5)F)Cl. Cell line: TK-10. Synergy scores: CSS=6.64, Synergy_ZIP=-4.95, Synergy_Bliss=2.91, Synergy_Loewe=-22.1, Synergy_HSA=-1.22.